This data is from Blood-brain barrier permeability classification from the B3DB database. The task is: Regression/Classification. Given a drug SMILES string, predict its absorption, distribution, metabolism, or excretion properties. Task type varies by dataset: regression for continuous measurements (e.g., permeability, clearance, half-life) or binary classification for categorical outcomes (e.g., BBB penetration, CYP inhibition). Dataset: b3db_classification. The compound is C#CC(C)(O)CC. The result is 1 (penetrates BBB).